Dataset: Forward reaction prediction with 1.9M reactions from USPTO patents (1976-2016). Task: Predict the product of the given reaction. (1) Given the reactants [CH3:1][C:2]1[CH:6]=[C:5]([CH3:7])[N:4]([CH2:8][C:9](=[O:14])[CH2:10][C:11](=O)[CH3:12])[N:3]=1.C([O-])(=O)C.[NH4+:19], predict the reaction product. The product is: [NH2:19][C:11]([CH3:12])=[CH:10][C:9](=[O:14])[CH2:8][N:4]1[C:5]([CH3:7])=[CH:6][C:2]([CH3:1])=[N:3]1. (2) The product is: [CH3:16][O:15][C:8]1[CH:9]=[CH:10][C:11]2[N:12]=[C:18]([C:24]3[CH:29]=[CH:28][CH:27]=[CH:26][CH:25]=3)[C:19](=[O:20])[NH:1][C:2]=2[C:3]=1[C:4]([O:6][CH3:7])=[O:5]. Given the reactants [NH2:1][C:2]1[C:11]([N+:12]([O-])=O)=[CH:10][CH:9]=[C:8]([O:15][CH3:16])[C:3]=1[C:4]([O:6][CH3:7])=[O:5].O=[C:18]([C:24]1[CH:29]=[CH:28][CH:27]=[CH:26][CH:25]=1)[C:19](OCC)=[O:20], predict the reaction product. (3) Given the reactants [CH3:1][C:2]1([CH3:14])[CH2:8][C:7]2[CH:9]=[CH:10][CH:11]=[CH:12][C:6]=2[C:5](=[O:13])[CH2:4][CH2:3]1.[BH4-].[Na+], predict the reaction product. The product is: [CH3:1][C:2]1([CH3:14])[CH2:8][C:7]2[CH:9]=[CH:10][CH:11]=[CH:12][C:6]=2[CH:5]([OH:13])[CH2:4][CH2:3]1. (4) Given the reactants [F:1][C:2]([F:19])([F:18])[CH:3]([CH3:17])[CH:4]([C:10]1[CH:15]=[CH:14][C:13]([CH3:16])=[CH:12][CH:11]=1)[C:5]([O:7][CH2:8][CH3:9])=[O:6].[Br:20]N1C(=O)CCC1=O.N(C(C)(C)C#N)=NC(C)(C)C#N, predict the reaction product. The product is: [Br:20][CH2:16][C:13]1[CH:12]=[CH:11][C:10]([CH:4]([CH:3]([CH3:17])[C:2]([F:18])([F:19])[F:1])[C:5]([O:7][CH2:8][CH3:9])=[O:6])=[CH:15][CH:14]=1. (5) Given the reactants [CH3:1][O:2][C:3]([NH:5][C@H:6]([C:10]([N:12]1[C@@H:16]([CH3:17])[CH2:15][CH2:14][C@H:13]1[C:18]1[NH:22][C:21]2[C:23]3[C:28]([CH:29]=[CH:30][C:20]=2[N:19]=1)=[CH:27][C:26]1[C:31]2[C:36]([CH2:37][O:38][C:25]=1[CH:24]=3)=[CH:35][C:34]([C:39]1[NH:43][C:42]([C@@H:44]3[CH2:48][C@H:47]([CH2:49][O:50][CH3:51])[CH2:46][N:45]3C(OC(C)(C)C)=O)=[N:41][CH:40]=1)=[CH:33][CH:32]=2)=[O:11])[CH:7]([CH3:9])[CH3:8])=[O:4].[CH3:59][O:60][C@H:61]([CH3:71])[C@H:62]([NH:66][C:67]([O:69][CH3:70])=[O:68])[C:63]([OH:65])=O.CN(C(ON1N=NC2C=CC=NC1=2)=[N+](C)C)C.F[P-](F)(F)(F)(F)F.CN1CCOCC1, predict the reaction product. The product is: [CH3:59][O:60][C@@H:61]([CH3:71])[C@H:62]([NH:66][C:67]([O:69][CH3:70])=[O:68])[C:63]([N:45]1[CH2:46][C@@H:47]([CH2:49][O:50][CH3:51])[CH2:48][C@H:44]1[C:42]1[NH:43][C:39]([C:34]2[CH:35]=[C:36]3[CH2:37][O:38][C:25]4[CH:24]=[C:23]5[C:28]([CH:29]=[CH:30][C:20]6[N:19]=[C:18]([C@@H:13]7[CH2:14][CH2:15][C@H:16]([CH3:17])[N:12]7[C:10](=[O:11])[C@@H:6]([NH:5][C:3](=[O:4])[O:2][CH3:1])[CH:7]([CH3:9])[CH3:8])[NH:22][C:21]=65)=[CH:27][C:26]=4[C:31]3=[CH:32][CH:33]=2)=[CH:40][N:41]=1)=[O:65]. (6) Given the reactants [NH2:1][S:2]([CH:5]1[CH2:10][CH2:9][N:8](C(OCC2C=CC=CC=2)=O)[CH2:7][CH2:6]1)(=[O:4])=[O:3], predict the reaction product. The product is: [NH:8]1[CH2:9][CH2:10][CH:5]([S:2]([NH2:1])(=[O:4])=[O:3])[CH2:6][CH2:7]1. (7) Given the reactants Cl.[O:2]1[CH:6]=[CH:5][CH:4]=[C:3]1[CH2:7][NH:8][CH2:9][C:10]1[CH:15]=[CH:14][C:13]([S:16][C:17]([CH3:26])([CH3:25])[C:18]([O:20][C:21]([CH3:24])([CH3:23])[CH3:22])=[O:19])=[CH:12][CH:11]=1.[Cl:27][C:28]1[CH:33]=[C:32](Cl)[N:31]=[CH:30][N:29]=1.C(N(CC)CC)C.O, predict the reaction product. The product is: [Cl:27][C:28]1[N:29]=[CH:30][N:31]=[C:32]([N:8]([CH2:9][C:10]2[CH:15]=[CH:14][C:13]([S:16][C:17]([CH3:26])([CH3:25])[C:18]([O:20][C:21]([CH3:24])([CH3:23])[CH3:22])=[O:19])=[CH:12][CH:11]=2)[CH2:7][C:3]2[O:2][CH:6]=[CH:5][CH:4]=2)[CH:33]=1.